From a dataset of Peptide-MHC class I binding affinity with 185,985 pairs from IEDB/IMGT. Regression. Given a peptide amino acid sequence and an MHC pseudo amino acid sequence, predict their binding affinity value. This is MHC class I binding data. The binding affinity (normalized) is 0. The peptide sequence is EAVRHFPRI. The MHC is HLA-A29:02 with pseudo-sequence HLA-A29:02.